From a dataset of Forward reaction prediction with 1.9M reactions from USPTO patents (1976-2016). Predict the product of the given reaction. (1) The product is: [N+:2]([C:5]1[CH:12]=[C:9]2[C:8](=[CH:7][CH:6]=1)[N:13]=[C:14]([C:15]1[CH:23]=[CH:22][C:21]3[O:20][CH2:19][O:18][C:17]=3[CH:16]=1)[N:11]=[CH:10]2)([O-:4])=[O:3]. Given the reactants Cl.[N+:2]([C:5]1[CH:6]=[CH:7][C:8]([NH2:13])=[C:9]([CH:12]=1)[CH2:10][NH2:11])([O-:4])=[O:3].[C:14](Cl)(=O)[C:15]1[CH:23]=[CH:22][C:21]2[O:20][CH2:19][O:18][C:17]=2[CH:16]=1.C1(Cl)C(=O)C(Cl)=C(Cl)C(=O)C=1Cl, predict the reaction product. (2) Given the reactants Br[C:2]1[CH:3]=[C:4]2[C:9](=[CH:10][CH:11]=1)[C:8](=[O:12])[N:7]([CH2:13][CH:14]=[O:15])[CH2:6][CH2:5]2.C(N1CCC2C(=CC=CC=2[Br:29])C1=O)C=C, predict the reaction product. The product is: [Br:29][C:3]1[CH:2]=[CH:11][CH:10]=[C:9]2[C:4]=1[CH2:5][CH2:6][N:7]([CH2:13][CH:14]=[O:15])[C:8]2=[O:12]. (3) Given the reactants Cl[C:2]1[C:11]2=[N:12][N:13](CC3C=CC(OC)=CC=3)[CH:14]=[C:10]2[C:9]2[CH:8]=[C:7]([O:24][CH3:25])[CH:6]=[CH:5][C:4]=2[N:3]=1.[NH:26]1[C:34]2[C:29](=[CH:30][C:31]([NH2:35])=[CH:32][CH:33]=2)[CH:28]=[CH:27]1.Cl, predict the reaction product. The product is: [NH:26]1[C:34]2[C:29](=[CH:30][C:31]([NH:35][C:2]3[C:11]4[NH:12][N:13]=[CH:14][C:10]=4[C:9]4[CH:8]=[C:7]([O:24][CH3:25])[CH:6]=[CH:5][C:4]=4[N:3]=3)=[CH:32][CH:33]=2)[CH:28]=[CH:27]1.